This data is from Merck oncology drug combination screen with 23,052 pairs across 39 cell lines. The task is: Regression. Given two drug SMILES strings and cell line genomic features, predict the synergy score measuring deviation from expected non-interaction effect. Drug 1: COc1cccc2c1C(=O)c1c(O)c3c(c(O)c1C2=O)CC(O)(C(=O)CO)CC3OC1CC(N)C(O)C(C)O1. Drug 2: CS(=O)(=O)CCNCc1ccc(-c2ccc3ncnc(Nc4ccc(OCc5cccc(F)c5)c(Cl)c4)c3c2)o1. Cell line: UACC62. Synergy scores: synergy=18.7.